Dataset: Full USPTO retrosynthesis dataset with 1.9M reactions from patents (1976-2016). Task: Predict the reactants needed to synthesize the given product. (1) Given the product [C:1]([O:5][C@@H:6]([C:12]1[C:13]([CH3:36])=[N:14][C:15]2[N:16]([N:19]=[C:20]([C:22](=[O:35])[NH:23][CH2:24][C:25](=[O:34])[CH2:26][C:27]3[CH:32]=[CH:31][C:30]([F:33])=[CH:29][CH:28]=3)[CH:21]=2)[C:17]=1[N:41]1[CH2:42][CH2:43][C:38]([CH2:44][OH:45])([CH3:37])[CH2:39][CH2:40]1)[C:7]([O:9][CH2:10][CH3:11])=[O:8])([CH3:4])([CH3:3])[CH3:2], predict the reactants needed to synthesize it. The reactants are: [C:1]([O:5][C@@H:6]([C:12]1[C:13]([CH3:36])=[N:14][C:15]2[N:16]([N:19]=[C:20]([C:22](=[O:35])[NH:23][CH2:24][C:25](=[O:34])[CH2:26][C:27]3[CH:32]=[CH:31][C:30]([F:33])=[CH:29][CH:28]=3)[CH:21]=2)[C:17]=1I)[C:7]([O:9][CH2:10][CH3:11])=[O:8])([CH3:4])([CH3:3])[CH3:2].[CH3:37][C:38]1([CH2:44][OH:45])[CH2:43][CH2:42][NH:41][CH2:40][CH2:39]1.Cl.CCN(C(C)C)C(C)C. (2) Given the product [CH3:18][O:11][C:10]([C:2]1[N:1]=[C:6]([C:7]([OH:9])=[O:8])[CH:5]=[CH:4][CH:3]=1)=[O:12], predict the reactants needed to synthesize it. The reactants are: [N:1]1[C:6]([C:7]([OH:9])=[O:8])=[CH:5][CH:4]=[CH:3][C:2]=1[C:10]([OH:12])=[O:11].S(=O)(=O)(O)O.[C:18](=O)(O)[O-].[Na+]. (3) Given the product [Br:1][C:2]1[CH:7]=[CH:6][C:5]([C@@H:8]([N:10]2[CH2:14][C:13]([CH2:21][CH2:22][C:23]([O:25][CH3:31])=[O:24])([C:15]3[CH:20]=[CH:19][CH:18]=[CH:17][CH:16]=3)[O:12][C:11]2=[O:26])[CH3:9])=[CH:4][CH:3]=1.[Br:1][C:2]1[CH:7]=[CH:6][C:5]([C@@H:8]([N:10]2[CH2:14][C@@:13]([CH2:21][CH2:22][C:23]([O:25][CH3:31])=[O:24])([C:15]3[CH:20]=[CH:19][CH:18]=[CH:17][CH:16]=3)[O:12][C:11]2=[O:26])[CH3:9])=[CH:4][CH:3]=1, predict the reactants needed to synthesize it. The reactants are: [Br:1][C:2]1[CH:7]=[CH:6][C:5]([C@@H:8]([N:10]2[CH2:14][C:13]([CH2:21][CH2:22][C:23]([OH:25])=[O:24])([C:15]3[CH:20]=[CH:19][CH:18]=[CH:17][CH:16]=3)[O:12][C:11]2=[O:26])[CH3:9])=[CH:4][CH:3]=1.O=S(Cl)Cl.[CH3:31]O. (4) Given the product [CH2:14]([N:1]([CH2:14][C:15]1[CH:20]=[CH:19][CH:18]=[CH:17][CH:16]=1)[C:2]1([C:5]([O:7][CH2:14][C:15]2[CH:20]=[CH:19][CH:18]=[CH:17][CH:16]=2)=[O:6])[CH2:4][CH2:3]1)[C:15]1[CH:20]=[CH:19][CH:18]=[CH:17][CH:16]=1, predict the reactants needed to synthesize it. The reactants are: [NH2:1][C:2]1([C:5]([OH:7])=[O:6])[CH2:4][CH2:3]1.C(=O)([O-])[O-].[K+].[K+].[CH2:14](Br)[C:15]1[CH:20]=[CH:19][CH:18]=[CH:17][CH:16]=1. (5) The reactants are: [Br:1][C:2]1[C:3]([NH:22][S:23]([CH3:26])(=[O:25])=[O:24])=[CH:4][C:5]2[O:9][C:8]([C:10]3[CH:15]=[CH:14][C:13]([F:16])=[CH:12][CH:11]=3)=[C:7]([C:17]([O:19]C)=[O:18])[C:6]=2[CH:21]=1.O[Li].O.Cl. Given the product [Br:1][C:2]1[C:3]([NH:22][S:23]([CH3:26])(=[O:24])=[O:25])=[CH:4][C:5]2[O:9][C:8]([C:10]3[CH:15]=[CH:14][C:13]([F:16])=[CH:12][CH:11]=3)=[C:7]([C:17]([OH:19])=[O:18])[C:6]=2[CH:21]=1, predict the reactants needed to synthesize it. (6) Given the product [Cl:35][C:26]1[CH:25]=[C:24]([CH:12]([NH:13][C:14](=[O:23])[CH2:15][O:16][C:17]2[CH:22]=[CH:21][CH:20]=[CH:19][CH:18]=2)[C:8]2[CH:7]=[C:6]([CH2:5][C:4]([OH:36])=[O:3])[CH:11]=[CH:10][CH:9]=2)[C:33]([OH:34])=[C:32]2[C:27]=1[CH:28]=[CH:29][CH:30]=[N:31]2, predict the reactants needed to synthesize it. The reactants are: C([O:3][C:4](=[O:36])[CH2:5][C:6]1[CH:11]=[CH:10][CH:9]=[C:8]([CH:12]([C:24]2[C:33]([OH:34])=[C:32]3[C:27]([CH:28]=[CH:29][CH:30]=[N:31]3)=[C:26]([Cl:35])[CH:25]=2)[NH:13][C:14](=[O:23])[CH2:15][O:16][C:17]2[CH:22]=[CH:21][CH:20]=[CH:19][CH:18]=2)[CH:7]=1)C.[OH-].[Na+].Cl. (7) Given the product [CH:28]1([N:27]2[CH2:6][CH2:7][CH2:8][C:9]3[N:13]([C:14]4[CH:15]=[CH:16][C:17]([C:20]([NH:22][CH2:23][CH3:24])=[O:21])=[CH:18][CH:19]=4)[N:12]=[N:11][C:10]=3[C:25]2=[O:26])[CH2:29][CH2:30]1, predict the reactants needed to synthesize it. The reactants are: CS(O[CH2:6][CH2:7][CH2:8][C:9]1[N:13]([C:14]2[CH:19]=[CH:18][C:17]([C:20]([NH:22][CH2:23][CH3:24])=[O:21])=[CH:16][CH:15]=2)[N:12]=[N:11][C:10]=1[C:25]([NH:27][CH:28]1[CH2:30][CH2:29]1)=[O:26])(=O)=O.[H-].[Na+]. (8) Given the product [CH2:30]([C:27]1[S:26][C:25]([NH:24][C:1]([C:4]23[CH2:11][CH2:10][C:7]([NH:12][CH2:13][C:14]([N:16]4[CH2:20][C@@H:19]([F:21])[CH2:18][C@H:17]4[C:22]#[N:23])=[O:15])([CH2:6][CH2:5]2)[CH2:8][CH2:9]3)=[O:2])=[N:29][N:28]=1)[CH3:31], predict the reactants needed to synthesize it. The reactants are: [C:1]([C:4]12[CH2:11][CH2:10][C:7]([NH:12][CH2:13][C:14]([N:16]3[CH2:20][C@@H:19]([F:21])[CH2:18][C@H:17]3[C:22]#[N:23])=[O:15])([CH2:8][CH2:9]1)[CH2:6][CH2:5]2)(O)=[O:2].[NH2:24][C:25]1[S:26][C:27]([CH2:30][CH3:31])=[N:28][N:29]=1.